From a dataset of NCI-60 drug combinations with 297,098 pairs across 59 cell lines. Regression. Given two drug SMILES strings and cell line genomic features, predict the synergy score measuring deviation from expected non-interaction effect. (1) Drug 1: C1=CC(=CC=C1CCCC(=O)O)N(CCCl)CCCl. Drug 2: CN(CC1=CN=C2C(=N1)C(=NC(=N2)N)N)C3=CC=C(C=C3)C(=O)NC(CCC(=O)O)C(=O)O. Cell line: SK-MEL-2. Synergy scores: CSS=10.0, Synergy_ZIP=-4.51, Synergy_Bliss=0.671, Synergy_Loewe=-12.6, Synergy_HSA=-2.05. (2) Drug 1: C1=NC2=C(N1)C(=S)N=C(N2)N. Drug 2: CS(=O)(=O)CCNCC1=CC=C(O1)C2=CC3=C(C=C2)N=CN=C3NC4=CC(=C(C=C4)OCC5=CC(=CC=C5)F)Cl. Cell line: HT29. Synergy scores: CSS=28.1, Synergy_ZIP=0.0112, Synergy_Bliss=4.72, Synergy_Loewe=-18.5, Synergy_HSA=0.895. (3) Drug 1: C1=CC(=CC=C1C#N)C(C2=CC=C(C=C2)C#N)N3C=NC=N3. Drug 2: C1CCC(C(C1)N)N.C(=O)(C(=O)[O-])[O-].[Pt+4]. Cell line: CAKI-1. Synergy scores: CSS=12.4, Synergy_ZIP=-3.06, Synergy_Bliss=0.406, Synergy_Loewe=-5.30, Synergy_HSA=-1.80. (4) Drug 1: CN(C)N=NC1=C(NC=N1)C(=O)N. Drug 2: CN1C2=C(C=C(C=C2)N(CCCl)CCCl)N=C1CCCC(=O)O.Cl. Cell line: SF-539. Synergy scores: CSS=3.52, Synergy_ZIP=-2.06, Synergy_Bliss=-1.53, Synergy_Loewe=-2.75, Synergy_HSA=-1.57. (5) Drug 1: CN1C2=C(C=C(C=C2)N(CCCl)CCCl)N=C1CCCC(=O)O.Cl. Drug 2: CC1=C(C(=O)C2=C(C1=O)N3CC4C(C3(C2COC(=O)N)OC)N4)N. Cell line: NCI-H322M. Synergy scores: CSS=7.83, Synergy_ZIP=-2.16, Synergy_Bliss=-2.89, Synergy_Loewe=-7.32, Synergy_HSA=-3.88. (6) Drug 1: C1CCC(C1)C(CC#N)N2C=C(C=N2)C3=C4C=CNC4=NC=N3. Drug 2: CCC(=C(C1=CC=CC=C1)C2=CC=C(C=C2)OCCN(C)C)C3=CC=CC=C3.C(C(=O)O)C(CC(=O)O)(C(=O)O)O. Cell line: SR. Synergy scores: CSS=52.4, Synergy_ZIP=3.67, Synergy_Bliss=6.12, Synergy_Loewe=4.09, Synergy_HSA=3.91.